This data is from Full USPTO retrosynthesis dataset with 1.9M reactions from patents (1976-2016). The task is: Predict the reactants needed to synthesize the given product. (1) Given the product [Cl:1][C:2]1[N:7]=[C:6]([CH3:8])[C:5]([NH:9][C:10](=[O:12])[CH3:11])=[CH:4][N:3]=1, predict the reactants needed to synthesize it. The reactants are: [Cl:1][C:2]1[N:7]=[C:6]([CH3:8])[C:5]([NH2:9])=[CH:4][N:3]=1.[C:10](OC(=O)C)(=[O:12])[CH3:11]. (2) Given the product [F:22][C:16]1[CH:17]=[C:18]([F:21])[CH:19]=[CH:20][C:15]=1[S:12]([NH:11][C:4]1[C:5]2[N:6]([N:8]=[CH:9][N:10]=2)[CH:7]=[C:2]([C:31]2[CH:36]=[CH:35][N:34]=[C:33]([NH:37][C:38](=[O:40])[CH3:39])[CH:32]=2)[CH:3]=1)(=[O:14])=[O:13], predict the reactants needed to synthesize it. The reactants are: Cl[C:2]1[CH:3]=[C:4]([NH:11][S:12]([C:15]2[CH:20]=[CH:19][C:18]([F:21])=[CH:17][C:16]=2[F:22])(=[O:14])=[O:13])[C:5]2[N:6]([N:8]=[CH:9][N:10]=2)[CH:7]=1.CC1(C)C(C)(C)OB([C:31]2[CH:36]=[CH:35][N:34]=[C:33]([NH:37][C:38](=[O:40])[CH3:39])[CH:32]=2)O1.C1(P(C2CCCCC2)C2C=CC=CC=2C2C(C(C)C)=CC(C(C)C)=CC=2C(C)C)CCCCC1.P([O-])([O-])([O-])=O.[K+].[K+].[K+].